This data is from Full USPTO retrosynthesis dataset with 1.9M reactions from patents (1976-2016). The task is: Predict the reactants needed to synthesize the given product. (1) Given the product [C:1]([O:5][C:6]([N:8]1[CH2:12][CH2:11][C@H:10]([C@@H:13]([OH:14])[CH2:19][CH:15]=[CH2:16])[CH2:9]1)=[O:7])([CH3:4])([CH3:3])[CH3:2].[C:1]([O:5][C:6]([N:8]1[CH2:12][CH2:11][C@H:10]([C@H:13]([OH:14])[CH2:22][CH:21]=[CH2:20])[CH2:9]1)=[O:7])([CH3:4])([CH3:3])[CH3:2], predict the reactants needed to synthesize it. The reactants are: [C:1]([O:5][C:6]([N:8]1[CH2:12][CH2:11][C@H:10]([CH:13]=[O:14])[CH2:9]1)=[O:7])([CH3:4])([CH3:3])[CH3:2].[CH2:15]1[CH2:19]OC[CH2:16]1.[CH2:20]([Mg]Br)[CH:21]=[CH2:22]. (2) Given the product [O:1]1[C:5]2[CH:6]=[CH:7][C:8]([C:10]3([C:13]([NH:15][C:16]4[CH:17]=[N:18][C:19]([CH2:22][C:23]5[CH:28]=[CH:27][CH:26]=[CH:25][C:24]=5[Cl:32])=[CH:20][CH:21]=4)=[O:14])[CH2:12][CH2:11]3)=[CH:9][C:4]=2[O:3][CH2:2]1, predict the reactants needed to synthesize it. The reactants are: [O:1]1[C:5]2[CH:6]=[CH:7][C:8]([C:10]3([C:13]([NH:15][C:16]4[CH:17]=[N:18][C:19]([CH2:22][C:23]5[CH:28]=[CH:27][CH:26]=[CH:25][C:24]=5OC)=[CH:20][CH:21]=4)=[O:14])[CH2:12][CH2:11]3)=[CH:9][C:4]=2[O:3][CH2:2]1.[Cl-].[Cl:32]C1C=CC=CC=1C[Zn+].O1C2C=CC(C3(C(NC4C=NC(Br)=CC=4)=O)CC3)=CC=2OC1. (3) Given the product [N:8]1([CH:9]2[CH2:10][CH2:11][N:12]([CH2:16][C:17]3[S:18][C:19]4[C:24]([N:25]5[CH2:26][CH2:27][O:28][CH2:29][CH2:30]5)=[N:23][C:22]([Cl:31])=[N:21][C:20]=4[N:32]=3)[CH2:35][CH2:34]2)[CH2:15][CH2:14][CH2:13]1, predict the reactants needed to synthesize it. The reactants are: C(OC([N:8]1[CH2:15][CH:14]2[CH:10]([CH2:11][N:12]([CH2:16][C:17]3[S:18][C:19]4[C:24]([N:25]5[CH2:30][CH2:29][O:28][CH2:27][CH2:26]5)=[N:23][C:22]([Cl:31])=[N:21][C:20]=4[N:32]=3)[CH2:13]2)[CH2:9]1)=O)(C)(C)C.N1(C2CCNCC2)C[CH2:35][CH2:34]1.